Dataset: Forward reaction prediction with 1.9M reactions from USPTO patents (1976-2016). Task: Predict the product of the given reaction. (1) Given the reactants [F:1][C:2]([F:7])([F:6])[C:3]([OH:5])=[O:4].[F:8][C:9]([F:14])([F:13])[C:10]([OH:12])=[O:11].[Cl:15][C:16]1[CH:17]=[N:18][C:19]2[NH:20][C:21]3[CH:22]=[N:23][CH:24]=[C:25]([CH:47]=3)[CH2:26][CH2:27][C:28]3[CH:36]=[C:32]([NH:33][C:34]=1[N:35]=2)[CH:31]=[CH:30][C:29]=3[NH:37][C:38](=[O:46])[CH2:39][CH:40]1[CH2:45][CH2:44][NH:43][CH2:42][CH2:41]1.[C:48](Cl)(=[O:55])[C:49]1[CH:54]=[CH:53][CH:52]=[CH:51][CH:50]=1, predict the reaction product. The product is: [F:1][C:2]([F:7])([F:6])[C:3]([OH:5])=[O:4].[F:8][C:9]([F:14])([F:13])[C:10]([OH:12])=[O:11].[C:48]([N:43]1[CH2:44][CH2:45][CH:40]([CH2:39][C:38]([NH:37][C:29]2[CH:30]=[CH:31][C:32]3[NH:33][C:34]4[N:35]=[C:19]([NH:20][C:21]5[CH:22]=[N:23][CH:24]=[C:25]([CH:47]=5)[CH2:26][CH2:27][C:28]=2[CH:36]=3)[N:18]=[CH:17][C:16]=4[Cl:15])=[O:46])[CH2:41][CH2:42]1)(=[O:55])[C:49]1[CH:54]=[CH:53][CH:52]=[CH:51][CH:50]=1. (2) Given the reactants [C:1]1([C:7](=[C:9]2[C:17]3[C:12](=[CH:13][CH:14]=[CH:15][CH:16]=3)[NH:11][C:10]2=[O:18])[CH3:8])[CH:6]=[CH:5][CH:4]=[CH:3][CH:2]=1.Br[CH2:20][C:21]([O:23][CH3:24])=[O:22].C([O-])([O-])=O.[Cs+].[Cs+], predict the reaction product. The product is: [CH3:24][O:23][C:21](=[O:22])[CH2:20][N:11]1[C:12]2[C:17](=[CH:16][CH:15]=[CH:14][CH:13]=2)[C:9](=[C:7]([C:1]2[CH:2]=[CH:3][CH:4]=[CH:5][CH:6]=2)[CH3:8])[C:10]1=[O:18]. (3) The product is: [CH2:11]([O:15][C:16]1[CH:17]=[CH:18][C:19]([O:22][C:2]2[CH:10]=[CH:9][CH:8]=[CH:7][C:3]=2[C:4]([OH:6])=[O:5])=[CH:20][CH:21]=1)[CH2:12][CH2:13][CH3:14]. Given the reactants Cl[C:2]1[CH:10]=[CH:9][CH:8]=[CH:7][C:3]=1[C:4]([OH:6])=[O:5].[CH2:11]([O:15][C:16]1[CH:21]=[CH:20][C:19]([OH:22])=[CH:18][CH:17]=1)[CH2:12][CH2:13][CH3:14].C(=O)([O-])[O-].[K+].[K+].Cl, predict the reaction product. (4) Given the reactants [OH:1][CH:2]1[CH2:7][CH2:6][N:5]([C:8]2[CH:16]=[CH:15][C:11]([C:12]([OH:14])=[O:13])=[CH:10][CH:9]=2)[CH2:4][CH2:3]1.[CH3:17]I.[H-].[Na+], predict the reaction product. The product is: [CH3:17][O:1][CH:2]1[CH2:7][CH2:6][N:5]([C:8]2[CH:16]=[CH:15][C:11]([C:12]([OH:14])=[O:13])=[CH:10][CH:9]=2)[CH2:4][CH2:3]1. (5) Given the reactants Br[C:2]1[CH:7]=[CH:6][C:5]([O:8][CH2:9][CH2:10][CH2:11][N:12]2[CH2:17][CH2:16][CH2:15][CH2:14][CH2:13]2)=[C:4]([F:18])[CH:3]=1.CC(C)([O-])C.[Na+].[N:25]1([C:31]([O:33][C:34]([CH3:37])([CH3:36])[CH3:35])=[O:32])[CH2:30][CH2:29][NH:28][CH2:27][CH2:26]1, predict the reaction product. The product is: [F:18][C:4]1[CH:3]=[C:2]([N:28]2[CH2:27][CH2:26][N:25]([C:31]([O:33][C:34]([CH3:37])([CH3:36])[CH3:35])=[O:32])[CH2:30][CH2:29]2)[CH:7]=[CH:6][C:5]=1[O:8][CH2:9][CH2:10][CH2:11][N:12]1[CH2:17][CH2:16][CH2:15][CH2:14][CH2:13]1. (6) Given the reactants [NH2:1][C:2]1[C:30]([Br:31])=[CH:29][C:5]([CH2:6][C@H:7]([C:26]([OH:28])=O)[NH:8]C(OCC2C3C=CC=CC=3C3C2=CC=CC=3)=O)=[CH:4][C:3]=1[Br:32].C1C=CC2N(O)N=NC=2C=1.CN(C(ON1N=NC2C=CC=CC1=2)=[N+](C)C)C.[B-](F)(F)(F)F.CCN(C(C)C)C(C)C.[CH3:74][C:75]([CH3:92])([O:77][C:78]([N:80]1[CH2:85][CH2:84][CH:83]([CH:86]2[CH2:91][CH2:90][NH:89][CH2:88][CH2:87]2)[CH2:82][CH2:81]1)=[O:79])[CH3:76].C(NCC)C, predict the reaction product. The product is: [NH2:1][C:2]1[C:3]([Br:32])=[CH:4][C:5]([CH2:6][C@H:7]([C:26]([N:89]2[CH2:88][CH2:87][CH:86]([CH:83]3[CH2:82][CH2:81][N:80]([C:78]([O:77][C:75]([CH3:92])([CH3:76])[CH3:74])=[O:79])[CH2:85][CH2:84]3)[CH2:91][CH2:90]2)=[O:28])[NH2:8])=[CH:29][C:30]=1[Br:31]. (7) The product is: [F:1][C:2]1[CH:3]=[C:4]([C:16]([NH:18][C@H:19]([C:20]2[CH:21]=[CH:22][C:23]([C:24]([OH:26])=[O:25])=[CH:27][CH:28]=2)[CH3:31])=[O:17])[C:5]([CH2:8][C:9]2[CH:10]=[CH:11][C:12]([F:15])=[CH:13][CH:14]=2)=[N:6][CH:7]=1. Given the reactants [F:1][C:2]1[CH:3]=[C:4]([C:16]([NH:18][CH2:19][C:20]2[CH:28]=[CH:27][C:23]([C:24]([OH:26])=[O:25])=[CH:22][CH:21]=2)=[O:17])[C:5]([CH2:8][C:9]2[CH:14]=[CH:13][C:12]([F:15])=[CH:11][CH:10]=2)=[N:6][CH:7]=1.Cl.N[C@H:31](C1C=CC(C(OC)=O)=CC=1)C, predict the reaction product. (8) Given the reactants [Cl:1][C:2]1[CH:7]=[C:6]([C:8]2([C:13]([OH:15])=O)[CH2:12][CH2:11][CH2:10][CH2:9]2)[CH:5]=[CH:4][N:3]=1.C(N(CC)CC)C.ClC(OCC)=O.[N-:29]=[N+:30]=[N-:31].[Na+], predict the reaction product. The product is: [Cl:1][C:2]1[CH:7]=[C:6]([C:8]2([C:13]([N:29]=[N+:30]=[N-:31])=[O:15])[CH2:12][CH2:11][CH2:10][CH2:9]2)[CH:5]=[CH:4][N:3]=1. (9) Given the reactants Cl[C:2]1[CH:7]=[C:6]([O:8][CH:9]2[CH2:14][CH2:13][O:12][CH2:11][CH2:10]2)[N:5]2[N:15]=[C:16]([C:18]3[C:27]([CH3:28])=[N:26][C:25]4[C:20](=[CH:21][CH:22]=[CH:23][CH:24]=4)[N:19]=3)[CH:17]=[C:4]2[N:3]=1.[NH:29]1[CH2:33][CH2:32][CH2:31][CH2:30]1.CC(C)([O-])C.[Na+].C1(P(C2CCCCC2)C2C=CC=CC=2C2C=CC=CC=2N(C)C)CCCCC1, predict the reaction product. The product is: [CH3:28][C:27]1[C:18]([C:16]2[CH:17]=[C:4]3[N:3]=[C:2]([N:29]4[CH2:33][CH2:32][CH2:31][CH2:30]4)[CH:7]=[C:6]([O:8][CH:9]4[CH2:14][CH2:13][O:12][CH2:11][CH2:10]4)[N:5]3[N:15]=2)=[N:19][C:20]2[C:25](=[CH:24][CH:23]=[CH:22][CH:21]=2)[N:26]=1.